This data is from Full USPTO retrosynthesis dataset with 1.9M reactions from patents (1976-2016). The task is: Predict the reactants needed to synthesize the given product. (1) Given the product [Cl:1][C:2]1[C:3]([F:41])=[C:4]([C@@H:8]2[C@:12]([C:15]3[CH:20]=[CH:19][C:18]([Cl:21])=[CH:17][C:16]=3[F:22])([C:13]#[N:14])[C@H:11]([CH2:23][C:24]([CH3:27])([CH3:26])[CH3:25])[N:10]([CH2:47][CH2:46][CH2:45][CH2:44][CH2:43][OH:42])[C@H:9]2[C:28]([NH:30][C:31]2[CH:32]=[CH:33][C:34]([C:35]([OH:37])=[O:36])=[CH:39][CH:40]=2)=[O:29])[CH:5]=[CH:6][CH:7]=1, predict the reactants needed to synthesize it. The reactants are: [Cl:1][C:2]1[C:3]([F:41])=[C:4]([C@@H:8]2[C@:12]([C:15]3[CH:20]=[CH:19][C:18]([Cl:21])=[CH:17][C:16]=3[F:22])([C:13]#[N:14])[C@H:11]([CH2:23][C:24]([CH3:27])([CH3:26])[CH3:25])[NH:10][C@H:9]2[C:28]([NH:30][C:31]2[CH:40]=[CH:39][C:34]([C:35]([O:37]C)=[O:36])=[CH:33][CH:32]=2)=[O:29])[CH:5]=[CH:6][CH:7]=1.[OH:42][CH2:43][CH2:44][CH2:45][CH2:46][CH:47]=O.C(O[BH-](OC(=O)C)OC(=O)C)(=O)C.[Na+].CO. (2) Given the product [CH3:19][NH:18][CH:13]1[CH2:12][CH2:11][C:10]2[C:15](=[CH:16][CH:17]=[C:8]([CH2:7][N:1]3[CH2:2][CH2:3][CH2:4][CH2:5][CH2:6]3)[CH:9]=2)[CH2:14]1, predict the reactants needed to synthesize it. The reactants are: [N:1]1([CH2:7][C:8]2[CH:9]=[C:10]3[C:15](=[CH:16][CH:17]=2)[CH2:14][CH:13]([NH2:18])[CH2:12][CH2:11]3)[CH2:6][CH2:5][CH2:4][CH2:3][CH2:2]1.[CH3:19]C(OC(OC(OC(C)(C)C)=O)=O)(C)C. (3) The reactants are: C(O[C:6](=O)[N:7]([CH2:9][CH2:10][CH2:11][NH:12][C:13]1[CH:22]=[CH:21][C:20]2[C:15](=[CH:16][CH:17]=[C:18]([CH3:37])[C:19]=2[NH:23][C:24](=[O:36])[CH2:25][C:26]23[CH2:35][CH:30]4[CH2:31][CH:32]([CH2:34][CH:28]([CH2:29]4)[CH2:27]2)[CH2:33]3)[N:14]=1)C)(C)(C)C.Cl. Given the product [C:26]12([CH2:25][C:24]([NH:23][C:19]3[C:18]([CH3:37])=[CH:17][CH:16]=[C:15]4[C:20]=3[CH:21]=[CH:22][C:13]([NH:12][CH2:11][CH2:10][CH2:9][NH:7][CH3:6])=[N:14]4)=[O:36])[CH2:35][CH:30]3[CH2:29][CH:28]([CH2:34][CH:32]([CH2:31]3)[CH2:33]1)[CH2:27]2, predict the reactants needed to synthesize it. (4) Given the product [F:1][C:2]1[CH:3]=[CH:4][C:5]([C:8]2[N:12]([CH3:13])[N:11]=[CH:10][C:9]=2/[CH:14]=[CH:15]/[C:16]([NH:11][C:10]2[CH:9]=[CH:8][C:28]([C:29]([O:23][CH2:19][CH3:20])=[O:25])=[CH:27][CH:26]=2)=[O:18])=[CH:6][CH:7]=1, predict the reactants needed to synthesize it. The reactants are: [F:1][C:2]1[CH:7]=[CH:6][C:5]([C:8]2[N:12]([CH3:13])[N:11]=[CH:10][C:9]=2/[CH:14]=[CH:15]/[C:16]([OH:18])=O)=[CH:4][CH:3]=1.[C:19](Cl)(=[O:23])[C:20](Cl)=O.[O:25]1[CH2:29][CH2:28][CH2:27][CH2:26]1.